This data is from Forward reaction prediction with 1.9M reactions from USPTO patents (1976-2016). The task is: Predict the product of the given reaction. (1) Given the reactants [Br:1][C:2]1[C:3]2[C:4]3[CH2:25][CH2:24][N:23](C(OC(C)(C)C)=O)[CH2:22][CH2:21][C:5]=3[N:6]([CH2:11][C:12]([NH:14][C:15]3[S:16][CH:17]=[C:18]([CH3:20])[N:19]=3)=[O:13])[C:7]=2[CH:8]=[CH:9][CH:10]=1.C(C(O)=O)(F)(F)F, predict the reaction product. The product is: [Br:1][C:2]1[C:3]2[C:4]3[CH2:25][CH2:24][NH:23][CH2:22][CH2:21][C:5]=3[N:6]([CH2:11][C:12]([NH:14][C:15]3[S:16][CH:17]=[C:18]([CH3:20])[N:19]=3)=[O:13])[C:7]=2[CH:8]=[CH:9][CH:10]=1. (2) Given the reactants [ClH:1].COC[C:5]1[CH:14]=[CH:13][C:12]2[C:7](=[CH:8][CH:9]=[CH:10][CH:11]=2)[C:6]=1[O:15][CH:16]1[CH2:19][NH:18][CH2:17]1.C1(C(C2C=CC=CC=2)N2C[CH:29]([O:31]C3C4C(=CC=CC=4)C=CC=3COC)C2)C=CC=CC=1, predict the reaction product. The product is: [ClH:1].[CH3:29][O:31][C:5]1[CH:14]=[CH:13][C:12]2[C:7](=[CH:8][CH:9]=[CH:10][CH:11]=2)[C:6]=1[O:15][CH:16]1[CH2:17][NH:18][CH2:19]1. (3) Given the reactants Br[C:2]1[CH:3]=[C:4]([C:9]([F:12])([F:11])[F:10])[C:5]([OH:8])=[N:6][CH:7]=1.C([Li])CCC.CCCCCC.[C:24](=[O:26])=[O:25], predict the reaction product. The product is: [O:8]=[C:5]1[NH:6][CH:7]=[C:2]([C:24]([OH:26])=[O:25])[CH:3]=[C:4]1[C:9]([F:12])([F:11])[F:10]. (4) Given the reactants [Cl:1][C:2]1[CH:3]=[C:4]2[C:10]3([CH2:14][CH2:13][N:12]([C:15]([O:17][C:18](C)(C)C)=[O:16])[CH2:11]3)[CH2:9][NH:8][C:5]2=[CH:6][CH:7]=1.[NH2:22][C:23]1[S:24][CH:25]=[C:26]([CH3:28])[N:27]=1.Cl[C:30](OC)=[O:31], predict the reaction product. The product is: [Cl:1][C:2]1[CH:3]=[C:4]2[C:10]3([CH2:14][CH2:13][N:12]([C:15]([O:17][CH3:18])=[O:16])[CH2:11]3)[CH2:9][N:8]([C:30](=[O:31])[NH:22][C:23]3[S:24][CH:25]=[C:26]([CH3:28])[N:27]=3)[C:5]2=[CH:6][CH:7]=1. (5) Given the reactants [C:1]([C:3]1[CH:4]=[C:5]([S:17]([N:20](CC2C=CC(OC)=CC=2OC)[C:21]2[S:25][N:24]=[CH:23][N:22]=2)(=[O:19])=[O:18])[CH:6]=[CH:7][C:8]=1[S:9][C:10]1[CH:15]=[CH:14][CH:13]=[CH:12][C:11]=1[F:16])#[N:2].Cl, predict the reaction product. The product is: [C:1]([C:3]1[CH:4]=[C:5]([S:17]([NH:20][C:21]2[S:25][N:24]=[CH:23][N:22]=2)(=[O:18])=[O:19])[CH:6]=[CH:7][C:8]=1[S:9][C:10]1[CH:15]=[CH:14][CH:13]=[CH:12][C:11]=1[F:16])#[N:2]. (6) Given the reactants [C:1]([OH:24])(=O)[CH2:2][CH2:3]/[CH:4]=[CH:5]\[CH2:6]/[CH:7]=[CH:8]\[CH2:9]/[CH:10]=[CH:11]\[CH2:12]/[CH:13]=[CH:14]\[CH2:15]/[CH:16]=[CH:17]\[CH2:18]/[CH:19]=[CH:20]\[CH2:21][CH3:22].C[N:26](C(ON1N=NC2C=CC=NC1=2)=[N+](C)C)C.F[P-](F)(F)(F)(F)F.CCN(C(C)C)C(C)C, predict the reaction product. The product is: [C:1]([NH2:26])(=[O:24])[CH2:2][CH2:3][CH:4]=[CH:5][CH2:6][CH:7]=[CH:8][CH2:9][CH:10]=[CH:11][CH2:12][CH:13]=[CH:14][CH2:15][CH:16]=[CH:17][CH2:18][CH:19]=[CH:20][CH2:21][CH3:22]. (7) Given the reactants [CH3:1][C:2]1[CH:11]=[C:10]2[C:5]([C:6]([OH:15])=[C:7]([N+:12]([O-])=O)[CH:8]=[N:9]2)=[CH:4][CH:3]=1.[OH-].[NH4+].[H][H], predict the reaction product. The product is: [NH2:12][C:7]1[CH:8]=[N:9][C:10]2[C:5]([C:6]=1[OH:15])=[CH:4][CH:3]=[C:2]([CH3:1])[CH:11]=2. (8) Given the reactants C1C=C[NH+]=CC=1.[O-][Cr](Cl)(=O)=O.[OH:12][CH2:13][CH:14]([NH:18][C:19](=[O:27])[C:20]1[CH:25]=[CH:24][C:23]([CH3:26])=[CH:22][CH:21]=1)[CH:15]([CH3:17])[CH3:16], predict the reaction product. The product is: [CH:13]([CH:14]([NH:18][C:19](=[O:27])[C:20]1[CH:21]=[CH:22][C:23]([CH3:26])=[CH:24][CH:25]=1)[CH:15]([CH3:17])[CH3:16])=[O:12].